Task: Regression. Given a peptide amino acid sequence and an MHC pseudo amino acid sequence, predict their binding affinity value. This is MHC class II binding data.. Dataset: Peptide-MHC class II binding affinity with 134,281 pairs from IEDB (1) The peptide sequence is QAMASTEGNVTGMFA. The MHC is HLA-DQA10501-DQB10301 with pseudo-sequence HLA-DQA10501-DQB10301. The binding affinity (normalized) is 0.254. (2) The peptide sequence is TPQPMELKYSWKTWG. The MHC is DRB1_0901 with pseudo-sequence DRB1_0901. The binding affinity (normalized) is 0.305. (3) The MHC is DRB1_0401 with pseudo-sequence DRB1_0401. The peptide sequence is YDKFTANVSTVLTGK. The binding affinity (normalized) is 0.456.